From a dataset of Peptide-MHC class II binding affinity with 134,281 pairs from IEDB. Regression. Given a peptide amino acid sequence and an MHC pseudo amino acid sequence, predict their binding affinity value. This is MHC class II binding data. (1) The peptide sequence is YDKFLANWSTVLTGK. The MHC is DRB1_0101 with pseudo-sequence DRB1_0101. The binding affinity (normalized) is 0.816. (2) The peptide sequence is NRASLMQLISTNVFG. The MHC is HLA-DQA10102-DQB10602 with pseudo-sequence HLA-DQA10102-DQB10602. The binding affinity (normalized) is 0.805. (3) The peptide sequence is AFKNAATAANAAPAN. The MHC is DRB1_0802 with pseudo-sequence DRB1_0802. The binding affinity (normalized) is 0.475.